From a dataset of Peptide-MHC class I binding affinity with 185,985 pairs from IEDB/IMGT. Regression. Given a peptide amino acid sequence and an MHC pseudo amino acid sequence, predict their binding affinity value. This is MHC class I binding data. The peptide sequence is LALSLTFIR. The MHC is HLA-A33:01 with pseudo-sequence HLA-A33:01. The binding affinity (normalized) is 0.828.